Dataset: hERG Central: cardiac toxicity at 1µM, 10µM, and general inhibition. Task: Predict hERG channel inhibition at various concentrations. (1) The compound is Cc1cccc(OCC(=O)Nc2ccccc2N2CCN(C)CC2)c1. Results: hERG_inhib (hERG inhibition (general)): blocker. (2) The drug is CCOC(=O)c1ccc(S(=O)(=O)N2CCN(CC(O)COc3ccc(C#N)cc3)CC2)cc1.O=C(O)C(=O)O. Results: hERG_inhib (hERG inhibition (general)): blocker. (3) The drug is CN(C)CCCN(C(=O)c1ccc(S(=O)(=O)N2CCCCCC2)cc1)c1nc2cc3c(cc2s1)OCCO3.Cl. Results: hERG_inhib (hERG inhibition (general)): blocker. (4) The molecule is CN(C(=O)COC(=O)c1ccccc1NC(=O)c1ccco1)C1CCS(=O)(=O)C1. Results: hERG_inhib (hERG inhibition (general)): blocker. (5) The molecule is Cc1cccc(-c2ccc3ncnc(NCc4cccnc4)c3c2)c1. Results: hERG_inhib (hERG inhibition (general)): blocker. (6) The compound is Cc1ccc(NC(=O)CSc2nc3ccccc3c(=O)n2CCCN2CCCCC2)cc1Cl. Results: hERG_inhib (hERG inhibition (general)): blocker. (7) The drug is COc1cccc(OCC(O)CN2CCc3ccccc3C2)c1.Cl. Results: hERG_inhib (hERG inhibition (general)): blocker. (8) The compound is O=C(NC1CCC(O)CC1)c1ccc(-c2ccc([N+](=O)[O-])cc2)o1. Results: hERG_inhib (hERG inhibition (general)): blocker. (9) Results: hERG_inhib (hERG inhibition (general)): blocker. The drug is Cc1ccc(S(=O)(=O)N(CC(=O)NCc2cccnc2)C2CCCCC2)cc1.